Dataset: Forward reaction prediction with 1.9M reactions from USPTO patents (1976-2016). Task: Predict the product of the given reaction. (1) Given the reactants [OH:1][CH2:2][CH2:3][CH2:4][N:5]1[CH:9]=[C:8]([C:10]2[CH:11]=[CH:12][C:13]([NH:21][C:22]3[C:27]([C:28]([F:31])([F:30])[F:29])=[CH:26][N:25]=[C:24]([NH:32][C:33]4[CH:47]=[CH:46][C:36]([CH2:37][P:38](=[O:45])([O:42][CH2:43][CH3:44])[O:39][CH2:40][CH3:41])=[CH:35][C:34]=4[O:48][CH3:49])[N:23]=3)=[C:14]3[C:18]=2[CH2:17][N:16](C)[C:15]3=[O:20])[CH:7]=[N:6]1.NC1C(C(NC)=O)=C([F:61])C(C2C=NN(CCCO)C=2)=CC=1, predict the reaction product. The product is: [F:61][C:18]1[C:14]([C:15](=[O:20])[NH:16][CH3:17])=[C:13]([NH:21][C:22]2[C:27]([C:28]([F:30])([F:31])[F:29])=[CH:26][N:25]=[C:24]([NH:32][C:33]3[CH:47]=[CH:46][C:36]([CH2:37][P:38](=[O:45])([O:42][CH2:43][CH3:44])[O:39][CH2:40][CH3:41])=[CH:35][C:34]=3[O:48][CH3:49])[N:23]=2)[CH:12]=[CH:11][C:10]=1[C:8]1[CH:7]=[N:6][N:5]([CH2:4][CH2:3][CH2:2][OH:1])[CH:9]=1. (2) Given the reactants [OH-].[Na+].[O:3]=[C:4]1[NH:8][C:7](=[O:9])[O:6][N:5]1[CH2:10][C:11]1[CH:34]=[CH:33][C:14]([O:15][CH2:16][C:17]2[CH:18]=[C:19]([C:23]3[CH:28]=[CH:27][C:26]([C:29]([O:31]C)=[O:30])=[CH:25][CH:24]=3)[CH:20]=[CH:21][CH:22]=2)=[CH:13][CH:12]=1.CO.Cl, predict the reaction product. The product is: [O:3]=[C:4]1[NH:8][C:7](=[O:9])[O:6][N:5]1[CH2:10][C:11]1[CH:12]=[CH:13][C:14]([O:15][CH2:16][C:17]2[CH:18]=[C:19]([C:23]3[CH:28]=[CH:27][C:26]([C:29]([OH:31])=[O:30])=[CH:25][CH:24]=3)[CH:20]=[CH:21][CH:22]=2)=[CH:33][CH:34]=1. (3) The product is: [Br:13][C:9]1[C:8]([CH3:14])=[C:7]([C:16]2[CH:21]=[CH:20][CH:19]=[CH:18][N:17]=2)[CH:12]=[CH:11][CH:10]=1. Given the reactants C([Mg]Cl)(C)C.Br[C:7]1[CH:12]=[CH:11][CH:10]=[C:9]([Br:13])[C:8]=1[CH3:14].Br[C:16]1[CH:21]=[CH:20][CH:19]=[CH:18][N:17]=1, predict the reaction product. (4) Given the reactants [CH2:1]([O:3][C:4]([C:6]1[NH:7][C:8]2[C:13]([C:14]=1[CH2:15][CH2:16][CH2:17][C:18](N=[N+]=[N-])=[O:19])=[CH:12][C:11]([Br:23])=[CH:10][CH:9]=2)=[O:5])[CH3:2].S(O)(C1C=CC(C)=CC=1)(=O)=O.O.[CH2:36]([OH:43])[C:37]1[CH:42]=[CH:41][CH:40]=[CH:39][CH:38]=1.C(=O)(O)[O-].[Na+], predict the reaction product. The product is: [CH2:1]([O:3][C:4]([C:6]1[NH:7][C:8]2[C:13]([C:14]=1[CH2:15][CH2:16][CH2:17][C:18]([O:43][CH2:36][C:37]1[CH:42]=[CH:41][CH:40]=[CH:39][CH:38]=1)=[O:19])=[CH:12][C:11]([Br:23])=[CH:10][CH:9]=2)=[O:5])[CH3:2]. (5) The product is: [Cl:1][C:2]1[CH:33]=[CH:32][CH:31]=[CH:30][C:3]=1[CH2:4][N:5]([CH3:29])[C:6]([C:8]1[N:9]=[N:10][N:11]([CH2:14][C:15]2[CH:20]=[C:19]([C:21]([F:23])([F:24])[F:22])[CH:18]=[C:17]([C:25]([F:26])([F:28])[F:27])[CH:16]=2)[C:12]=1[N:34]1[CH2:39][CH2:38][O:37][CH2:36][CH2:35]1)=[O:7]. Given the reactants [Cl:1][C:2]1[CH:33]=[CH:32][CH:31]=[CH:30][C:3]=1[CH2:4][N:5]([CH3:29])[C:6]([C:8]1[N:9]=[N:10][N:11]([CH2:14][C:15]2[CH:20]=[C:19]([C:21]([F:24])([F:23])[F:22])[CH:18]=[C:17]([C:25]([F:28])([F:27])[F:26])[CH:16]=2)[C:12]=1Cl)=[O:7].[NH:34]1[CH2:39][CH2:38][O:37][CH2:36][CH2:35]1, predict the reaction product. (6) Given the reactants Cl.[CH2:2]([O:4][C:5]([C@@H:7]1[C@@H:11]([C:12](=[O:28])[NH:13][C:14]2[CH:19]=[CH:18][C:17]([N:20]3[CH:25]=[CH:24][CH:23]=[CH:22][C:21]3=[O:26])=[CH:16][C:15]=2[F:27])[CH2:10][NH:9][CH2:8]1)=[O:6])[CH3:3].C([O-])([O-])=O.[K+].[K+].Br[CH2:36][C:37]([NH:39][C:40]1[CH:45]=[CH:44][C:43]([Cl:46])=[CH:42][N:41]=1)=[O:38], predict the reaction product. The product is: [CH2:2]([O:4][C:5]([C@@H:7]1[C@@H:11]([C:12](=[O:28])[NH:13][C:14]2[CH:19]=[CH:18][C:17]([N:20]3[CH:25]=[CH:24][CH:23]=[CH:22][C:21]3=[O:26])=[CH:16][C:15]=2[F:27])[CH2:10][N:9]([CH2:36][C:37](=[O:38])[NH:39][C:40]2[CH:45]=[CH:44][C:43]([Cl:46])=[CH:42][N:41]=2)[CH2:8]1)=[O:6])[CH3:3]. (7) Given the reactants [C:1]([C:3]1[C:4]([C:15]2[CH:20]=[CH:19][C:18]([Cl:21])=[CH:17][C:16]=2[Cl:22])=[C:5]([C:12]([NH2:14])=[O:13])[S:6][C:7]=1S(C)(=O)=O)#[N:2].[OH:23][CH2:24][CH:25]1[O:30][CH2:29][CH2:28][NH:27][CH2:26]1, predict the reaction product. The product is: [C:1]([C:3]1[C:4]([C:15]2[CH:20]=[CH:19][C:18]([Cl:21])=[CH:17][C:16]=2[Cl:22])=[C:5]([C:12]([NH2:14])=[O:13])[S:6][C:7]=1[N:27]1[CH2:28][CH2:29][O:30][CH:25]([CH2:24][OH:23])[CH2:26]1)#[N:2].